This data is from Catalyst prediction with 721,799 reactions and 888 catalyst types from USPTO. The task is: Predict which catalyst facilitates the given reaction. (1) Reactant: [CH3:1][O:2][C:3]1[C:8](CC2SC(N)=NC=2)=[CH:7][CH:6]=[CH:5][N:4]=1.ClC(CC1C=[N:23]C=CC=1)C=O.NC(N)=S. Product: [CH3:1][O:2][C:3]1[C:8]([NH2:23])=[CH:7][CH:6]=[CH:5][N:4]=1. The catalyst class is: 8. (2) Reactant: [I:1][C:2]1[C:3]([OH:12])=[C:4]([O:10][CH3:11])[CH:5]=[C:6]([CH:9]=1)[CH:7]=[O:8].C(=O)([O-])[O-].[Cs+].[Cs+].Br[CH2:20][C:21]([O:23][CH2:24][CH3:25])=[O:22]. Product: [I:1][C:2]1[CH:9]=[C:6]([CH:7]=[O:8])[CH:5]=[C:4]([O:10][CH3:11])[C:3]=1[O:12][CH2:20][C:21]([O:23][CH2:24][CH3:25])=[O:22]. The catalyst class is: 21. (3) The catalyst class is: 2. Reactant: CN(C)CCN=C=NCCC.[NH2:12][C:13]1[CH:14]=[C:15]([CH:19]=[CH:20][C:21]=1[Br:22])[C:16]([OH:18])=O.[CH3:23][N:24]1[CH2:29][CH2:28][N:27]([C:30]2[CH:35]=[CH:34][CH:33]=[CH:32][C:31]=2[CH2:36][NH2:37])[CH2:26][CH2:25]1.C1C=CC2N(O)N=NC=2C=1. Product: [NH2:12][C:13]1[CH:14]=[C:15]([CH:19]=[CH:20][C:21]=1[Br:22])[C:16]([NH:37][CH2:36][C:31]1[CH:32]=[CH:33][CH:34]=[CH:35][C:30]=1[N:27]1[CH2:26][CH2:25][N:24]([CH3:23])[CH2:29][CH2:28]1)=[O:18]. (4) Reactant: [NH2:1][C:2]1[CH:7]=[CH:6][CH:5]=[CH:4][CH:3]=1.[H-].[Na+].Cl[C:11]1[CH:20]=[N:19][C:18]2[C:13](=[C:14]([Cl:21])[CH:15]=[CH:16][CH:17]=2)[N:12]=1. Product: [Cl:21][C:14]1[CH:15]=[CH:16][CH:17]=[C:18]2[C:13]=1[N:12]=[C:11]([NH:1][C:2]1[CH:7]=[CH:6][CH:5]=[CH:4][CH:3]=1)[CH:20]=[N:19]2. The catalyst class is: 1. (5) Reactant: [CH2:1]([C:8]([OH:26])([CH2:13][C:14]([C:17]1[CH:22]=[C:21]([F:23])[CH:20]=[CH:19][C:18]=1[O:24]C)([CH3:16])[CH3:15])[C:9]([F:12])([F:11])[F:10])[C:2]1[CH:7]=[CH:6][CH:5]=[CH:4][CH:3]=1.B(Br)(Br)Br.CO. Product: [CH2:1]([C:8]([OH:26])([C:9]([F:10])([F:12])[F:11])[CH2:13][C:14]([C:17]1[CH:22]=[C:21]([F:23])[CH:20]=[CH:19][C:18]=1[OH:24])([CH3:16])[CH3:15])[C:2]1[CH:7]=[CH:6][CH:5]=[CH:4][CH:3]=1. The catalyst class is: 46.